From a dataset of Full USPTO retrosynthesis dataset with 1.9M reactions from patents (1976-2016). Predict the reactants needed to synthesize the given product. (1) Given the product [Si:1]([O:18][CH2:19][C:20]1[N:21]=[C:22]([CH:42]([C:39]2[S:38][C:37]([CH3:36])=[N:41][CH:40]=2)[OH:43])[C:23]([F:35])=[C:24]([Cl:34])[C:25]=1[N:26]1[CH2:31][C@H:30]([CH3:32])[O:29][C@H:28]([CH3:33])[CH2:27]1)([C:14]([CH3:17])([CH3:15])[CH3:16])([C:8]1[CH:13]=[CH:12][CH:11]=[CH:10][CH:9]=1)[C:2]1[CH:3]=[CH:4][CH:5]=[CH:6][CH:7]=1, predict the reactants needed to synthesize it. The reactants are: [Si:1]([O:18][CH2:19][C:20]1[C:25]([N:26]2[CH2:31][C@H:30]([CH3:32])[O:29][C@H:28]([CH3:33])[CH2:27]2)=[C:24]([Cl:34])[C:23]([F:35])=[CH:22][N:21]=1)([C:14]([CH3:17])([CH3:16])[CH3:15])([C:8]1[CH:13]=[CH:12][CH:11]=[CH:10][CH:9]=1)[C:2]1[CH:7]=[CH:6][CH:5]=[CH:4][CH:3]=1.[CH3:36][C:37]1[S:38][C:39]([CH:42]=[O:43])=[CH:40][N:41]=1. (2) Given the product [C:21]([C:20]1[CH:23]=[C:16]([C:14]2[O:13][N:12]=[C:11]([C:6]3[CH:7]=[CH:8][CH:9]=[C:10]4[C:5]=3[CH2:4][CH2:3][C@@H:2]4[NH:1][S:29]([CH3:28])(=[O:31])=[O:30])[N:15]=2)[CH:17]=[CH:18][C:19]=1[O:24][CH:25]([CH3:27])[CH3:26])#[N:22], predict the reactants needed to synthesize it. The reactants are: [NH2:1][C@@H:2]1[C:10]2[C:5](=[C:6]([C:11]3[N:15]=[C:14]([C:16]4[CH:17]=[CH:18][C:19]([O:24][CH:25]([CH3:27])[CH3:26])=[C:20]([CH:23]=4)[C:21]#[N:22])[O:13][N:12]=3)[CH:7]=[CH:8][CH:9]=2)[CH2:4][CH2:3]1.[CH3:28][S:29](Cl)(=[O:31])=[O:30]. (3) Given the product [C:30]([C:34]1[CH:63]=[CH:62][C:37]([C:38]([NH:40][C:41]2[CH:46]=[CH:45][C:44]([C:47]3[O:51][C:50]([CH:52]4[CH2:57][CH2:56][CH:55]([C:58]([OH:60])=[O:59])[CH2:54][CH2:53]4)=[N:49][CH:48]=3)=[CH:43][CH:42]=2)=[O:39])=[CH:36][CH:35]=1)([CH3:33])([CH3:31])[CH3:32], predict the reactants needed to synthesize it. The reactants are: C(C1C=CC(C(NC2C=CC(C3SC(CCC(O)=O)=NC=3)=CC=2)=O)=CC=1)(C)(C)C.[C:30]([C:34]1[CH:63]=[CH:62][C:37]([C:38]([NH:40][C:41]2[CH:46]=[CH:45][C:44]([C:47]3[O:51][C:50]([CH:52]4[CH2:57][CH2:56][CH:55]([C:58]([O:60]C)=[O:59])[CH2:54][CH2:53]4)=[N:49][CH:48]=3)=[CH:43][CH:42]=2)=[O:39])=[CH:36][CH:35]=1)([CH3:33])([CH3:32])[CH3:31]. (4) Given the product [C:23]([O:26][CH2:27][C:28]1[C:29]([N:43]2[CH2:55][CH2:54][N:46]3[C:47]4[CH2:48][CH2:49][CH2:50][CH2:51][C:52]=4[CH:53]=[C:45]3[C:44]2=[O:56])=[CH:30][CH:31]=[CH:32][C:33]=1[C:18]1[CH:19]=[C:14]([NH:13][C:11]2[CH:12]=[C:6]3[CH2:5][N:4]([C:1](=[O:3])[CH3:2])[CH2:9][CH2:8][N:7]3[N:10]=2)[C:15](=[O:22])[N:16]([CH3:21])[CH:17]=1)(=[O:25])[CH3:24], predict the reactants needed to synthesize it. The reactants are: [C:1]([N:4]1[CH2:9][CH2:8][N:7]2[N:10]=[C:11]([NH:13][C:14]3[C:15](=[O:22])[N:16]([CH3:21])[CH:17]=[C:18](Br)[CH:19]=3)[CH:12]=[C:6]2[CH2:5]1)(=[O:3])[CH3:2].[C:23]([O:26][CH2:27][C:28]1[C:33](B2OC(C)(C)C(C)(C)O2)=[CH:32][CH:31]=[CH:30][C:29]=1[N:43]1[CH2:55][CH2:54][N:46]2[C:47]3[CH2:48][CH2:49][CH2:50][CH2:51][C:52]=3[CH:53]=[C:45]2[C:44]1=[O:56])(=[O:25])[CH3:24].COCCOC.C(=O)([O-])[O-].[Na+].[Na+]. (5) Given the product [OH:1][CH:2]1[CH2:6][O:5][C:4](=[O:7])/[C:3]/1=[CH:8]/[CH2:9][CH:10]1[C:23]2([CH2:24][O:34]2)[CH2:22][CH2:21][CH:20]2[C:11]1([CH3:28])[CH2:12][CH2:13][CH:14]1[C:19]2([CH3:25])[CH2:18][O:17][C:16]([CH3:27])([CH3:26])[O:15]1, predict the reactants needed to synthesize it. The reactants are: [OH:1][CH:2]1[CH2:6][O:5][C:4](=[O:7])/[C:3]/1=[CH:8]/[CH2:9][CH:10]1[C:23](=[CH2:24])[CH2:22][CH2:21][CH:20]2[C:11]1([CH3:28])[CH2:12][CH2:13][CH:14]1[C:19]2([CH3:25])[CH2:18][O:17][C:16]([CH3:27])([CH3:26])[O:15]1.ClC1C=C(C=CC=1)C(OO)=[O:34]. (6) Given the product [CH3:20][CH:21]([CH3:24])[CH2:22][N:8]1[CH2:9][CH2:10][C:4]2=[CH:3][N:2]([C:11]3[CH:19]=[CH:18][C:14]([C:15]([NH2:17])=[O:16])=[CH:13][CH:12]=3)[N:1]=[C:5]2[CH2:6][CH2:7]1, predict the reactants needed to synthesize it. The reactants are: [N:1]1[N:2]([C:11]2[CH:19]=[CH:18][C:14]([C:15]([NH2:17])=[O:16])=[CH:13][CH:12]=2)[CH:3]=[C:4]2[CH2:10][CH2:9][NH:8][CH2:7][CH2:6][C:5]=12.[CH3:20][CH:21]([CH3:24])[CH:22]=O.C(O[BH-](OC(=O)C)OC(=O)C)(=O)C.[Na+]. (7) Given the product [N:1]1([CH:2]2[CH:7]3[CH:3]2[CH2:4][N:5]([C:8]([O:10][C:11]([CH3:14])([CH3:13])[CH3:12])=[O:9])[CH2:6]3)[CH:19]=[N:17][N:16]=[N:15]1, predict the reactants needed to synthesize it. The reactants are: [NH2:1][CH:2]1[CH:7]2[CH:3]1[CH2:4][N:5]([C:8]([O:10][C:11]([CH3:14])([CH3:13])[CH3:12])=[O:9])[CH2:6]2.[N-:15]=[N+:16]=[N-:17].[Na+].[C:19](O)(=O)C. (8) Given the product [C:4]([O:8][C:9]([O:11][N:12]1[C:20]2[C:15](=[CH:16][CH:17]=[C:18]([O:21][CH3:22])[CH:19]=2)[C:14]([CH2:23][C:1]#[N:2])=[N:13]1)=[O:10])([CH3:7])([CH3:6])[CH3:5], predict the reactants needed to synthesize it. The reactants are: [C-:1]#[N:2].[K+].[C:4]([O:8][C:9]([O:11][N:12]1[C:20]2[C:15](=[CH:16][CH:17]=[C:18]([O:21][CH3:22])[CH:19]=2)[C:14]([CH2:23]Br)=[N:13]1)=[O:10])([CH3:7])([CH3:6])[CH3:5]. (9) Given the product [C:33]([OH:53])(=[O:34])[CH3:35].[C:33]([OH:53])(=[O:34])[CH3:35].[NH2:17][C:15]1[N:14]=[CH:13][N:12]=[C:11]2[N:10]([C@H:18]3[CH2:23][CH2:22][C@@H:21]([N:24]4[CH2:25][CH2:26][N:27]([CH3:30])[CH2:28][CH2:29]4)[CH2:20][CH2:19]3)[N:9]=[C:8]([C:5]3[CH:4]=[CH:3][C:2]([NH:1][CH2:32][C:33]([C:35]4[CH:40]=[CH:39][CH:38]=[CH:37][CH:36]=4)=[O:34])=[CH:7][CH:6]=3)[C:16]=12, predict the reactants needed to synthesize it. The reactants are: [NH2:1][C:2]1[CH:7]=[CH:6][C:5]([C:8]2[C:16]3[C:11](=[N:12][CH:13]=[N:14][C:15]=3[NH2:17])[N:10]([C@H:18]3[CH2:23][CH2:22][C@@H:21]([N:24]4[CH2:29][CH2:28][N:27]([CH3:30])[CH2:26][CH2:25]4)[CH2:20][CH2:19]3)[N:9]=2)=[CH:4][CH:3]=1.Br[CH2:32][C:33]([C:35]1[CH:40]=[CH:39][CH:38]=[CH:37][CH:36]=1)=[O:34].C(N(CC)C(C)C)(C)C.CN(C)C=[O:53]. (10) Given the product [Cl:1][C:2]1[CH:7]=[CH:6][C:5]([CH2:8][C:9]([NH:11][CH:12]2[CH2:17][CH2:16][N:15]([CH2:29][CH2:30][CH:31]=[C:32]3[C:38]4[CH:39]=[CH:40][CH:41]=[N:42][C:37]=4[CH2:36][O:35][C:34]4[CH:43]=[CH:44][C:45]([C:47]([OH:50])([CH3:49])[CH3:48])=[CH:46][C:33]3=4)[CH2:14][CH2:13]2)=[O:10])=[CH:4][CH:3]=1, predict the reactants needed to synthesize it. The reactants are: [Cl:1][C:2]1[CH:7]=[CH:6][C:5]([CH2:8][C:9]([NH:11][CH:12]2[CH2:17][CH2:16][NH:15][CH2:14][CH2:13]2)=[O:10])=[CH:4][CH:3]=1.N1C(C)=CC=CC=1C.[I-].[K+].Br[CH2:29][CH2:30][CH:31]=[C:32]1[C:38]2[CH:39]=[CH:40][CH:41]=[N:42][C:37]=2[CH2:36][O:35][C:34]2[CH:43]=[CH:44][C:45]([C:47]([OH:50])([CH3:49])[CH3:48])=[CH:46][C:33]1=2.